Dataset: Full USPTO retrosynthesis dataset with 1.9M reactions from patents (1976-2016). Task: Predict the reactants needed to synthesize the given product. (1) Given the product [CH3:24][C:19]1[C:18]([C:15]2[CH:16]=[C:17]3[C:12](=[CH:13][CH:14]=2)[NH:11][C:10](=[O:25])[C:9]3([CH2:8][CH2:7][CH2:6][N:39]2[CH2:44][CH2:43][O:42][CH2:41][CH2:40]2)[C:26]2[CH:27]=[CH:28][CH:29]=[CH:30][CH:31]=2)=[C:22]([CH3:23])[O:21][N:20]=1, predict the reactants needed to synthesize it. The reactants are: CS(O[CH2:6][CH2:7][CH2:8][C:9]1([C:26]2[CH:31]=[CH:30][CH:29]=[CH:28][CH:27]=2)[C:17]2[C:12](=[CH:13][CH:14]=[C:15]([C:18]3[C:19]([CH3:24])=[N:20][O:21][C:22]=3[CH3:23])[CH:16]=2)[NH:11][C:10]1=[O:25])(=O)=O.C(N(CC)CC)C.[NH:39]1[CH2:44][CH2:43][O:42][CH2:41][CH2:40]1.O. (2) Given the product [ClH:1].[Cl:1][C:2]1[C:7]([Cl:8])=[CH:6][CH:5]=[CH:4][C:3]=1[O:9][C@H:10]1[CH2:11][C@H:12]([NH2:14])[CH2:13]1, predict the reactants needed to synthesize it. The reactants are: [Cl:1][C:2]1[C:7]([Cl:8])=[CH:6][CH:5]=[CH:4][C:3]=1[O:9][C@H:10]1[CH2:13][C@H:12]([NH:14]C(=O)OC(C)(C)C)[CH2:11]1.Cl.O1CCOCC1. (3) Given the product [Br:1][C:2]1[CH:3]=[C:4]([CH:27]=[C:28]([Cl:30])[CH:29]=1)[O:5][C:6]1[C:7]2[N:8]([C:15]([CH2:16][C:17]3[C:25]4[C:20](=[N:21][CH:22]=[CH:23][CH:24]=4)[NH:19][N:18]=3)=[N:14][N:13]=2)[CH:9]=[CH:10][C:11]=1[CH3:12], predict the reactants needed to synthesize it. The reactants are: [Br:1][C:2]1[CH:3]=[C:4]([CH:27]=[C:28]([Cl:30])[CH:29]=1)[O:5][C:6]1[C:7]([NH:13][NH:14][C:15](=O)[CH2:16][C:17]2[C:25]3[C:20](=[N:21][CH:22]=[CH:23][CH:24]=3)[NH:19][N:18]=2)=[N:8][CH:9]=[CH:10][C:11]=1[CH3:12].P(Cl)(Cl)(Cl)=O. (4) Given the product [CH3:1][O:2][C:3]1[CH:12]=[C:11]2[C:6]([CH2:7][CH2:8][CH:9]([OH:18])[CH2:10]2)=[CH:5][CH:4]=1, predict the reactants needed to synthesize it. The reactants are: [CH3:1][O:2][C:3]1[CH:12]=[C:11]2[C:6]([CH2:7][CH2:8][CH2:9][CH2:10]2)=[CH:5][CH:4]=1.[BH4-].[Na+].[NH4+].[Cl-].C[OH:18].